This data is from Catalyst prediction with 721,799 reactions and 888 catalyst types from USPTO. The task is: Predict which catalyst facilitates the given reaction. Reactant: [CH3:1][O:2][C:3]([C@@:5]1([NH:10]C(OC(C)(C)C)=O)[CH2:7][C@H:6]1[CH2:8][CH3:9])=[O:4].[ClH:18].O1CCOCC1. Product: [ClH:18].[CH3:1][O:2][C:3]([C@@:5]1([NH2:10])[CH2:7][C@H:6]1[CH2:8][CH3:9])=[O:4]. The catalyst class is: 1.